This data is from Reaction yield outcomes from USPTO patents with 853,638 reactions. The task is: Predict the reaction yield, written as a fraction of the theoretical maximum amount of product (1.0 means a 100% yield; for example, 0.34 means a 34% yield). (1) The reactants are [CH3:1][C:2]([CH3:8])([CH2:5][CH2:6][OH:7])[CH2:3][OH:4].N1C=NN=N1.C(N(CC)[P:17]([O:26][CH2:27][C:28]1[CH:33]=[CH:32][CH:31]=[CH:30][CH:29]=1)[O:18][CH2:19][C:20]1[CH:25]=[CH:24][CH:23]=[CH:22][CH:21]=1)C.ClC1C=CC=C(C(OO)=[O:44])C=1.C([O-])([O-])=O.[Na+].[Na+]. The catalyst is C1COCC1.ClCCl. The product is [P:17]([O:7][CH2:6][CH2:5][C:2]([CH3:8])([CH3:1])[CH2:3][OH:4])([O:18][CH2:19][C:20]1[CH:21]=[CH:22][CH:23]=[CH:24][CH:25]=1)([O:26][CH2:27][C:28]1[CH:29]=[CH:30][CH:31]=[CH:32][CH:33]=1)=[O:44]. The yield is 0.450. (2) The yield is 0.930. The catalyst is O. The product is [N-:40]([S:41]([C:44]([F:47])([F:45])[F:46])(=[O:43])=[O:42])[S:48]([C:51]([F:54])([F:53])[F:52])(=[O:50])=[O:49].[CH3:33][C:32]1([CH3:34])[C:31]2[C:26](=[CH:27][CH:28]=[CH:29][CH:30]=2)[N:25]([CH2:35][CH2:36][OH:37])[C:24]1=[CH:23][CH:22]=[C:19]1[CH2:20][CH2:21][C:17]([CH:16]=[CH:15][C:4]2[C:3]([CH3:2])([CH3:39])[C:11]3[C:6](=[CH:7][CH:8]=[CH:9][CH:10]=3)[N+:5]=2[CH2:12][CH2:13][OH:14])=[C:18]1[Cl:38]. The reactants are [Br-].[CH3:2][C:3]1([CH3:39])[C:11]2[C:6](=[CH:7][CH:8]=[CH:9][CH:10]=2)[N:5]([CH2:12][CH2:13][OH:14])[C:4]1=[CH:15][CH:16]=[C:17]1[CH2:21][CH2:20][C:19]([CH:22]=[CH:23][C:24]2[C:32]([CH3:34])([CH3:33])[C:31]3[C:26](=[CH:27][CH:28]=[CH:29][CH:30]=3)[N+:25]=2[CH2:35][CH2:36][OH:37])=[C:18]1[Cl:38].[N-:40]([S:48]([C:51]([F:54])([F:53])[F:52])(=[O:50])=[O:49])[S:41]([C:44]([F:47])([F:46])[F:45])(=[O:43])=[O:42].[Li+].C(C(C)=O)C(C)C. (3) The reactants are [CH3:1][O:2][C:3]1[CH:8]=[CH:7][C:6]([C:9]2[C:13]3[CH:14]=[C:15]([C:18]([NH:20][NH2:21])=[O:19])[CH:16]=[CH:17][C:12]=3[O:11][CH:10]=2)=[CH:5][CH:4]=1.C(N(CC)CC)C.[C:29](Cl)(=[O:31])[CH3:30]. The catalyst is O1CCCC1.C(OCC)(=O)C. The product is [C:29]([NH:21][NH:20][C:18]([C:15]1[CH:16]=[CH:17][C:12]2[O:11][CH:10]=[C:9]([C:6]3[CH:7]=[CH:8][C:3]([O:2][CH3:1])=[CH:4][CH:5]=3)[C:13]=2[CH:14]=1)=[O:19])(=[O:31])[CH3:30]. The yield is 0.940. (4) The reactants are [OH:1][C@H:2]1[C:10]2[C:5](=[C:6]([C:11]3[N:15]=[C:14]([C:16]4[CH:17]=[CH:18][C:19]([O:24][CH:25]([CH3:27])[CH3:26])=[C:20]([CH:23]=4)[C:21]#[N:22])[O:13][N:12]=3)[CH:7]=[CH:8][CH:9]=2)[CH2:4][CH2:3]1.N1C=CC=CC=1.[C:34](Cl)(=[O:36])[CH3:35]. The catalyst is C(Cl)Cl. The product is [C:34]([O:1][C@H:2]1[C:10]2[C:5](=[C:6]([C:11]3[N:15]=[C:14]([C:16]4[CH:17]=[CH:18][C:19]([O:24][CH:25]([CH3:27])[CH3:26])=[C:20]([C:21]#[N:22])[CH:23]=4)[O:13][N:12]=3)[CH:7]=[CH:8][CH:9]=2)[CH2:4][CH2:3]1)(=[O:36])[CH3:35]. The yield is 0.920.